From a dataset of Forward reaction prediction with 1.9M reactions from USPTO patents (1976-2016). Predict the product of the given reaction. The product is: [F:47][C:48]1[CH:49]=[CH:50][C:51]([N:57]2[CH:61]=[CH:60][N:59]=[N:58]2)=[C:52]([CH:56]=1)[C:53]([NH:44][C@H:40]1[CH2:41][CH2:42][CH2:43][C@@H:39]1[NH:38][C:35]1[CH:34]=[N:33][C:32]([C:31]([F:30])([F:45])[F:46])=[CH:37][N:36]=1)=[O:54]. Given the reactants COC1C=CC(C)=CC=1C(N[C@H]1CCC[C@@H]1NC1C=NC(C(F)(F)F)=CN=1)=O.Cl.[F:30][C:31]([F:46])([F:45])[C:32]1[N:33]=[CH:34][C:35]([NH:38][C@H:39]2[CH2:43][CH2:42][CH2:41][C@@H:40]2[NH2:44])=[N:36][CH:37]=1.[F:47][C:48]1[CH:49]=[CH:50][C:51]([N:57]2[CH:61]=[CH:60][N:59]=[N:58]2)=[C:52]([CH:56]=1)[C:53](O)=[O:54], predict the reaction product.